Dataset: Forward reaction prediction with 1.9M reactions from USPTO patents (1976-2016). Task: Predict the product of the given reaction. The product is: [CH3:18][O:19][C:20](=[O:29])[C@:21]([CH3:28])([CH2:23][SH:24])[NH2:22]. Given the reactants C1(P(N=[N+]=[N-])(C2C=CC=CC=2)=O)C=CC=CC=1.[CH3:18][O:19][C:20](=[O:29])[C@:21]([CH3:28])([CH2:23][S:24]C(=O)C)[NH2:22], predict the reaction product.